This data is from Reaction yield outcomes from USPTO patents with 853,638 reactions. The task is: Predict the reaction yield, written as a fraction of the theoretical maximum amount of product (1.0 means a 100% yield; for example, 0.34 means a 34% yield). (1) The reactants are [CH3:1][N:2]1[C@@H:19]2[CH2:20][C:7]3[CH:8]=[CH:9][C:10]([O:22][CH3:23])=[C:11]4[O:12][C@H:13]5[C:14]([CH2:16][CH2:17][C@:18]2([OH:21])[C@:5]5([C:6]=34)[CH2:4][CH2:3]1)=[O:15].Cl. The catalyst is C(Cl)(Cl)Cl. The product is [CH3:1][N:2]1[C@@H:19]2[CH2:20][C:7]3[CH:8]=[CH:9][C:10]([O:22][CH3:23])=[C:11]4[O:12][C@H:13]5[C:14]([CH2:16][CH2:17][C@:18]2([OH:21])[C@:5]5([C:6]=34)[CH2:4][CH2:3]1)=[O:15]. The yield is 0.930. (2) The reactants are [OH:1][C:2]1[CH:9]=[CH:8][C:5]([CH:6]=[O:7])=[CH:4][CH:3]=1.Cl.[CH3:11][N:12]([CH3:16])[CH2:13][CH2:14]Cl.C(=O)([O-])[O-].[K+].[K+].C(OCC)(=O)C. The catalyst is CN(C)C=O. The product is [CH3:11][N:12]([CH3:16])[CH2:13][CH2:14][O:1][C:2]1[CH:9]=[CH:8][C:5]([CH:6]=[O:7])=[CH:4][CH:3]=1. The yield is 0.660. (3) The reactants are [NH2:1][C:2](=[S:14])[CH2:3][N:4]1[CH:8]=[C:7]([C:9]([O:11][CH2:12][CH3:13])=[O:10])[CH:6]=[N:5]1.Br[CH2:16][C:17](=O)[C:18]([OH:20])=[O:19]. No catalyst specified. The product is [CH2:12]([O:11][C:9]([C:7]1[CH:6]=[N:5][N:4]([CH2:3][C:2]2[S:14][CH:16]=[C:17]([C:18]([OH:20])=[O:19])[N:1]=2)[CH:8]=1)=[O:10])[CH3:13]. The yield is 0.570. (4) The reactants are [Br:1][C:2]1[N:11]=[C:10]2[C:5]([C:6](=[O:12])[CH2:7][CH2:8][NH:9]2)=[CH:4][CH:3]=1.[BH4-].[Na+].C(OCC)(=O)C.CCCCCC. The catalyst is CO. The product is [Br:1][C:2]1[N:11]=[C:10]2[C:5]([CH:6]([OH:12])[CH2:7][CH2:8][NH:9]2)=[CH:4][CH:3]=1. The yield is 0.780. (5) The reactants are [CH3:1][C:2]1[CH:7]=[C:6]([CH3:8])[NH:5][C:4](=[O:9])[C:3]=1[CH2:10][NH:11][C:12]([C:14]1[CH:22]=[C:21]([C:23]2[CH:32]=[CH:31][C:26]([C:27]([O:29]C)=[O:28])=[CH:25][CH:24]=2)[CH:20]=[C:19]2[C:15]=1[C:16]([CH3:36])=[CH:17][N:18]2[CH:33]([CH3:35])[CH3:34])=[O:13].[OH-].[Na+]. The catalyst is CO.C1COCC1. The product is [CH3:1][C:2]1[CH:7]=[C:6]([CH3:8])[NH:5][C:4](=[O:9])[C:3]=1[CH2:10][NH:11][C:12]([C:14]1[CH:22]=[C:21]([C:23]2[CH:24]=[CH:25][C:26]([C:27]([OH:29])=[O:28])=[CH:31][CH:32]=2)[CH:20]=[C:19]2[C:15]=1[C:16]([CH3:36])=[CH:17][N:18]2[CH:33]([CH3:34])[CH3:35])=[O:13]. The yield is 0.395. (6) The reactants are [C:1]([C:3]1[C:4]([N:10]=[CH:11][N:12](C)C)=[N:5][C:6]([CH3:9])=[CH:7][CH:8]=1)#[N:2].N[C:16]1[CH:21]=[C:20]([N+:22]([O-:24])=[O:23])[CH:19]=[CH:18][C:17]=1[S:25][C:26]1[CH:31]=[CH:30][C:29]([OH:32])=[CH:28][CH:27]=1. The catalyst is C(O)(=O)C. The product is [CH3:9][C:6]1[CH:7]=[CH:8][C:3]2[C:1]([NH:2][C:18]3[CH:19]=[C:20]([N+:22]([O-:24])=[O:23])[CH:21]=[CH:16][C:17]=3[S:25][C:26]3[CH:31]=[CH:30][C:29]([OH:32])=[CH:28][CH:27]=3)=[N:12][CH:11]=[N:10][C:4]=2[N:5]=1. The yield is 0.890. (7) The reactants are COC1C=[N:10][C:9]([C:12]#[N:13])=[C:8]2[C:4]=1[CH:5]=[CH:6][NH:7]2.[C:14]([NH:17][NH2:18])(=O)[CH3:15].[CH2:19]([O:21][C:22]([CH3:24])=O)C.O. No catalyst specified. The product is [CH3:19][O:21][C:22]1[CH:24]=[N:10][C:9]([C:12]2[NH:13][C:14]([CH3:15])=[N:17][N:18]=2)=[C:8]2[C:4]=1[CH:5]=[CH:6][NH:7]2. The yield is 0.260.